This data is from Catalyst prediction with 721,799 reactions and 888 catalyst types from USPTO. The task is: Predict which catalyst facilitates the given reaction. Product: [NH:2]1[C:1]([C:3]2[CH:4]=[C:5]([CH:8]=[CH:9][CH:10]=2)[CH:6]=[O:7])=[N:13][N:12]=[N:11]1. The catalyst class is: 141. Reactant: [C:1]([C:3]1[CH:4]=[C:5]([CH:8]=[CH:9][CH:10]=1)[CH:6]=[O:7])#[N:2].[N-:11]=[N+:12]=[N-:13].[Na+].[Cl-].[Li+].Cl.